This data is from Peptide-MHC class I binding affinity with 185,985 pairs from IEDB/IMGT. The task is: Regression. Given a peptide amino acid sequence and an MHC pseudo amino acid sequence, predict their binding affinity value. This is MHC class I binding data. (1) The peptide sequence is RWMCLRRFII. The MHC is HLA-A02:01 with pseudo-sequence HLA-A02:01. The binding affinity (normalized) is 0.263. (2) The peptide sequence is VFYLYLTFYF. The MHC is HLA-A26:01 with pseudo-sequence HLA-A26:01. The binding affinity (normalized) is 0.406.